This data is from Reaction yield outcomes from USPTO patents with 853,638 reactions. The task is: Predict the reaction yield, written as a fraction of the theoretical maximum amount of product (1.0 means a 100% yield; for example, 0.34 means a 34% yield). (1) The reactants are [N:1]12[CH2:8][CH2:7][C:4]([C:9]([C:17]3[CH:22]=[CH:21][CH:20]=[CH:19][CH:18]=3)([C:11]3[CH:16]=[CH:15][CH:14]=[CH:13][CH:12]=3)[OH:10])([CH2:5][CH2:6]1)[CH2:3][CH2:2]2.[Br:23][CH2:24][CH:25]=[CH2:26]. The catalyst is CC#N. The product is [Br-:23].[OH:10][C:9]([C:17]1[CH:22]=[CH:21][CH:20]=[CH:19][CH:18]=1)([C:11]1[CH:12]=[CH:13][CH:14]=[CH:15][CH:16]=1)[C:4]12[CH2:5][CH2:6][N+:1]([CH2:26][CH:25]=[CH2:24])([CH2:2][CH2:3]1)[CH2:8][CH2:7]2. The yield is 0.798. (2) The reactants are [Cl:1][C:2]1[N:7]=[C:6]([CH:8]=[O:9])[C:5]2[C:10]([I:32])=[N:11][N:12]([C:13]([C:26]3[CH:31]=[CH:30][CH:29]=[CH:28][CH:27]=3)([C:20]3[CH:25]=[CH:24][CH:23]=[CH:22][CH:21]=3)[C:14]3[CH:19]=[CH:18][CH:17]=[CH:16][CH:15]=3)[C:4]=2[CH:3]=1.[BH4-].[Na+]. The catalyst is C(Cl)Cl.CO. The product is [Cl:1][C:2]1[N:7]=[C:6]([CH2:8][OH:9])[C:5]2[C:10]([I:32])=[N:11][N:12]([C:13]([C:14]3[CH:15]=[CH:16][CH:17]=[CH:18][CH:19]=3)([C:20]3[CH:21]=[CH:22][CH:23]=[CH:24][CH:25]=3)[C:26]3[CH:31]=[CH:30][CH:29]=[CH:28][CH:27]=3)[C:4]=2[CH:3]=1. The yield is 0.690. (3) The reactants are [F:1][C:2]1[CH:3]=[C:4]2[C:8](=[CH:9][CH:10]=1)[NH:7][N:6]=[C:5]2[C:11]([O:13][CH3:14])=[O:12].[Br:15][C:16]1[CH:17]=[C:18](B(O)O)[CH:19]=[CH:20][CH:21]=1. No catalyst specified. The product is [Br:15][C:16]1[CH:21]=[C:20]([N:7]2[C:8]3[C:4](=[CH:3][C:2]([F:1])=[CH:10][CH:9]=3)[C:5]([C:11]([O:13][CH3:14])=[O:12])=[N:6]2)[CH:19]=[CH:18][CH:17]=1. The yield is 0.140. (4) The reactants are C(OC([N:8]([C:25]1[C:30]([CH3:31])=[CH:29][N:28]=[C:27]([C:32]2[CH:37]=[CH:36][CH:35]=[C:34]([O:38][CH2:39][C:40]([NH:42][CH:43]3[CH2:48][CH2:47][N:46](C(OC(C)(C)C)=O)[CH2:45][CH2:44]3)=[O:41])[CH:33]=2)[N:26]=1)[C:9]1[CH:10]=[C:11]2[C:15](=[CH:16][CH:17]=1)[N:14](C(OC(C)(C)C)=O)[N:13]=[CH:12]2)=O)(C)(C)C.[ClH:56].CCOC(C)=O. The catalyst is CCOC(C)=O. The product is [ClH:56].[NH:14]1[C:15]2[C:11](=[CH:10][C:9]([NH:8][C:25]3[C:30]([CH3:31])=[CH:29][N:28]=[C:27]([C:32]4[CH:33]=[C:34]([CH:35]=[CH:36][CH:37]=4)[O:38][CH2:39][C:40]([NH:42][CH:43]4[CH2:48][CH2:47][NH:46][CH2:45][CH2:44]4)=[O:41])[N:26]=3)=[CH:17][CH:16]=2)[CH:12]=[N:13]1. The yield is 0.540.